From a dataset of NCI-60 drug combinations with 297,098 pairs across 59 cell lines. Regression. Given two drug SMILES strings and cell line genomic features, predict the synergy score measuring deviation from expected non-interaction effect. (1) Drug 1: CC1C(C(CC(O1)OC2CC(CC3=C2C(=C4C(=C3O)C(=O)C5=C(C4=O)C(=CC=C5)OC)O)(C(=O)CO)O)N)O. Drug 2: CCN(CC)CCNC(=O)C1=C(NC(=C1C)C=C2C3=C(C=CC(=C3)F)NC2=O)C. Cell line: NCIH23. Synergy scores: CSS=65.8, Synergy_ZIP=-4.31, Synergy_Bliss=-6.65, Synergy_Loewe=-8.99, Synergy_HSA=-1.91. (2) Drug 1: CC1=C2C(C(=O)C3(C(CC4C(C3C(C(C2(C)C)(CC1OC(=O)C(C(C5=CC=CC=C5)NC(=O)OC(C)(C)C)O)O)OC(=O)C6=CC=CC=C6)(CO4)OC(=O)C)OC)C)OC. Drug 2: B(C(CC(C)C)NC(=O)C(CC1=CC=CC=C1)NC(=O)C2=NC=CN=C2)(O)O. Cell line: SF-295. Synergy scores: CSS=47.2, Synergy_ZIP=6.11, Synergy_Bliss=5.92, Synergy_Loewe=4.69, Synergy_HSA=9.41. (3) Drug 2: COCCOC1=C(C=C2C(=C1)C(=NC=N2)NC3=CC=CC(=C3)C#C)OCCOC.Cl. Drug 1: CCN(CC)CCCC(C)NC1=C2C=C(C=CC2=NC3=C1C=CC(=C3)Cl)OC. Synergy scores: CSS=27.3, Synergy_ZIP=-0.347, Synergy_Bliss=1.01, Synergy_Loewe=-8.02, Synergy_HSA=3.05. Cell line: TK-10. (4) Drug 1: CC1=C(C(CCC1)(C)C)C=CC(=CC=CC(=CC(=O)O)C)C. Drug 2: CCC1(C2=C(COC1=O)C(=O)N3CC4=CC5=C(C=CC(=C5CN(C)C)O)N=C4C3=C2)O.Cl. Cell line: HT29. Synergy scores: CSS=36.3, Synergy_ZIP=-11.2, Synergy_Bliss=-4.67, Synergy_Loewe=-3.89, Synergy_HSA=-2.84. (5) Drug 1: C1=CC(=CC=C1CC(C(=O)O)N)N(CCCl)CCCl.Cl. Drug 2: CC12CCC3C(C1CCC2OP(=O)(O)O)CCC4=C3C=CC(=C4)OC(=O)N(CCCl)CCCl.[Na+]. Cell line: SF-295. Synergy scores: CSS=2.16, Synergy_ZIP=-5.15, Synergy_Bliss=-6.08, Synergy_Loewe=-10.7, Synergy_HSA=-5.23.